From a dataset of Forward reaction prediction with 1.9M reactions from USPTO patents (1976-2016). Predict the product of the given reaction. (1) Given the reactants [Br:1][C:2]1[CH:10]=[C:9]2[C:5]([C:6]([CH3:16])([C:12](OC)=[O:13])[C:7](=O)[NH:8]2)=[CH:4][CH:3]=1, predict the reaction product. The product is: [Br:1][C:2]1[CH:10]=[C:9]2[C:5]([C:6]([CH2:12][OH:13])([CH3:16])[CH2:7][NH:8]2)=[CH:4][CH:3]=1. (2) Given the reactants [N+:1]([C:4]1[CH:5]=[C:6]([C:14]([OH:16])=[O:15])[C:7]2[C:12]([CH:13]=1)=[CH:11][CH:10]=[CH:9][CH:8]=2)([O-:3])=[O:2].[C:17](Cl)(=O)C(Cl)=O.CN(C)C=O.CO, predict the reaction product. The product is: [N+:1]([C:4]1[CH:5]=[C:6]([C:14]([O:16][CH3:17])=[O:15])[C:7]2[C:12]([CH:13]=1)=[CH:11][CH:10]=[CH:9][CH:8]=2)([O-:3])=[O:2].